Dataset: NCI-60 drug combinations with 297,098 pairs across 59 cell lines. Task: Regression. Given two drug SMILES strings and cell line genomic features, predict the synergy score measuring deviation from expected non-interaction effect. Drug 1: C(CC(=O)O)C(=O)CN.Cl. Drug 2: CS(=O)(=O)OCCCCOS(=O)(=O)C. Cell line: A498. Synergy scores: CSS=7.18, Synergy_ZIP=-3.31, Synergy_Bliss=-2.34, Synergy_Loewe=-1.16, Synergy_HSA=-1.20.